This data is from Peptide-MHC class I binding affinity with 185,985 pairs from IEDB/IMGT. The task is: Regression. Given a peptide amino acid sequence and an MHC pseudo amino acid sequence, predict their binding affinity value. This is MHC class I binding data. (1) The peptide sequence is ILYKRETTR. The MHC is HLA-A03:01 with pseudo-sequence HLA-A03:01. The binding affinity (normalized) is 0.435. (2) The peptide sequence is IMYDIINSV. The MHC is HLA-A02:01 with pseudo-sequence HLA-A02:01. The binding affinity (normalized) is 0.446. (3) The peptide sequence is IYTVIYYIF. The MHC is HLA-B08:03 with pseudo-sequence HLA-B08:03. The binding affinity (normalized) is 0.0847. (4) The peptide sequence is GVFKVWHPI. The MHC is HLA-A03:01 with pseudo-sequence HLA-A03:01. The binding affinity (normalized) is 0.0847.